Dataset: Full USPTO retrosynthesis dataset with 1.9M reactions from patents (1976-2016). Task: Predict the reactants needed to synthesize the given product. (1) Given the product [Cl:13][C:14]1[CH:20]=[C:19]([Cl:21])[CH:18]=[C:17]([Cl:22])[C:15]=1[I:27], predict the reactants needed to synthesize it. The reactants are: O.C1(C)C=CC(S(O)(=O)=O)=CC=1.[Cl:13][C:14]1[CH:20]=[C:19]([Cl:21])[CH:18]=[C:17]([Cl:22])[C:15]=1N.N([O-])=O.[Na+].[I-:27].[K+].C(=O)([O-])O.[Na+].S([O-])([O-])(=O)=S.[Na+].[Na+]. (2) Given the product [OH:39][CH2:38][C:37]([N:17]1[CH2:16][CH2:15][N:14]([C:10]2[CH:11]=[CH:12][CH:13]=[C:8]([CH2:7][N:6]3[C:2]([CH3:1])=[N:3][C:4]([C:20]4[O:24][N:23]=[C:22]([C:25]5[CH:30]=[CH:29][C:28]([O:31][C:32]([F:33])([F:35])[F:34])=[CH:27][CH:26]=5)[N:21]=4)=[N:5]3)[CH:9]=2)[CH2:19][CH2:18]1)=[O:36], predict the reactants needed to synthesize it. The reactants are: [CH3:1][C:2]1[N:6]([CH2:7][C:8]2[CH:9]=[C:10]([N:14]3[CH2:19][CH2:18][NH:17][CH2:16][CH2:15]3)[CH:11]=[CH:12][CH:13]=2)[N:5]=[C:4]([C:20]2[O:24][N:23]=[C:22]([C:25]3[CH:30]=[CH:29][C:28]([O:31][C:32]([F:35])([F:34])[F:33])=[CH:27][CH:26]=3)[N:21]=2)[N:3]=1.[OH:36][CH2:37][C:38](O)=[O:39].CCN(C(C)C)C(C)C.CN(C(ON1N=NC2C=CC=NC1=2)=[N+](C)C)C.F[P-](F)(F)(F)(F)F. (3) Given the product [Cl:1][C:2]1[CH:3]=[C:4]2[C:8](=[CH:9][CH:10]=1)[NH:7][CH:6]=[C:5]2[CH2:11][CH2:12][NH:13][C:14](=[O:23])[C:15]1[CH:20]=[CH:19][C:18]([CH2:21][C:27]2[CH:26]=[C:25]([F:24])[CH:30]=[C:29]([F:31])[CH:28]=2)=[CH:17][CH:16]=1, predict the reactants needed to synthesize it. The reactants are: [Cl:1][C:2]1[CH:3]=[C:4]2[C:8](=[CH:9][CH:10]=1)[NH:7][CH:6]=[C:5]2[CH2:11][CH2:12][NH:13][C:14](=[O:23])[C:15]1[CH:20]=[CH:19][C:18]([CH2:21]Cl)=[CH:17][CH:16]=1.[F:24][C:25]1[CH:26]=[C:27](B(O)O)[CH:28]=[C:29]([F:31])[CH:30]=1.ClCCl.C(=O)([O-])[O-].[Na+].[Na+].[I-].[Na+]. (4) Given the product [F:1][C:2]1[CH:3]=[C:4]2[C:8](=[CH:9][CH:10]=1)[NH:7][CH:6]=[C:5]2[C:21]([CH:17]1[C:18]([CH3:20])([CH3:19])[C:16]1([CH3:24])[CH3:15])=[O:22], predict the reactants needed to synthesize it. The reactants are: [F:1][C:2]1[CH:3]=[C:4]2[C:8](=[CH:9][CH:10]=1)[NH:7][CH:6]=[CH:5]2.C([Mg]Br)C.[CH3:15][C:16]1([CH3:24])[C:18]([CH3:20])([CH3:19])[CH:17]1[C:21](Cl)=[O:22]. (5) Given the product [CH2:34]([O:36][C:37](=[O:51])[C:38]([CH3:40])([O:41][C:42]1[CH:43]=[C:44]2[C:48](=[CH:49][CH:50]=1)[N:47]([CH2:15][CH2:16][C:17]1[S:21][C:20]([C:22]3[CH:23]=[CH:24][C:25]([C:28]([F:31])([F:29])[F:30])=[CH:26][CH:27]=3)=[N:19][C:18]=1[CH3:32])[CH2:46][CH2:45]2)[CH3:39])[CH3:35], predict the reactants needed to synthesize it. The reactants are: COC(=O)COC1C=C2C(=CC=1)N([CH2:15][CH2:16][C:17]1[S:21][C:20]([C:22]3[CH:27]=[CH:26][C:25]([C:28]([F:31])([F:30])[F:29])=[CH:24][CH:23]=3)=[N:19][C:18]=1[CH3:32])CC2.[CH2:34]([O:36][C:37](=[O:51])[C:38]([O:41][C:42]1[CH:43]=[C:44]2[C:48](=[CH:49][CH:50]=1)[NH:47][CH2:46][CH2:45]2)([CH3:40])[CH3:39])[CH3:35]. (6) Given the product [C:23]([O:22][C:20](=[O:21])[NH:19][C@H:16]1[CH2:15][CH2:14][C@@H:13]([O:12][C:8]2[CH:7]=[C:6]3[C:11](=[CH:10][CH:9]=2)[C:2]([Cl:1])=[N:3][CH:4]=[CH:5]3)[CH2:18][CH2:17]1)([CH3:26])([CH3:25])[CH3:24], predict the reactants needed to synthesize it. The reactants are: [Cl:1][C:2]1[C:11]2[C:6](=[CH:7][C:8]([O:12][C@@H:13]3[CH2:18][CH2:17][C@H:16]([NH2:19])[CH2:15][CH2:14]3)=[CH:9][CH:10]=2)[CH:5]=[CH:4][N:3]=1.[C:20](O[C:20]([O:22][C:23]([CH3:26])([CH3:25])[CH3:24])=[O:21])([O:22][C:23]([CH3:26])([CH3:25])[CH3:24])=[O:21]. (7) The reactants are: O.[NH2:2][NH2:3].[CH3:4][C:5]([CH3:12])([CH3:11])[C:6](=O)[CH2:7][C:8]#[N:9]. Given the product [C:5]([C:6]1[CH:7]=[C:8]([NH2:9])[N:3]([CH2:4][CH2:5][CH2:6][CH2:7][CH3:8])[N:2]=1)([CH3:12])([CH3:11])[CH3:4], predict the reactants needed to synthesize it. (8) Given the product [CH3:1][C:2]1([CH3:16])[CH2:11][C:10]2[N:9]=[C:8]([S:12][CH3:18])[C:7]([C:13]#[N:14])=[CH:6][C:5]=2[C:4](=[O:15])[CH2:3]1, predict the reactants needed to synthesize it. The reactants are: [CH3:1][C:2]1([CH3:16])[CH2:11][C:10]2[NH:9][C:8](=[S:12])[C:7]([C:13]#[N:14])=[CH:6][C:5]=2[C:4](=[O:15])[CH2:3]1.I[CH3:18].